From a dataset of Peptide-MHC class II binding affinity with 134,281 pairs from IEDB. Regression. Given a peptide amino acid sequence and an MHC pseudo amino acid sequence, predict their binding affinity value. This is MHC class II binding data. (1) The peptide sequence is YVGHDEFDAFVAYHI. The MHC is HLA-DPA10301-DPB10402 with pseudo-sequence HLA-DPA10301-DPB10402. The binding affinity (normalized) is 0.591. (2) The peptide sequence is DKRHDGGCRKELAAV. The MHC is DRB3_0202 with pseudo-sequence DRB3_0202. The binding affinity (normalized) is 0. (3) The MHC is HLA-DQA10301-DQB10302 with pseudo-sequence HLA-DQA10301-DQB10302. The peptide sequence is SLLMWITQCFLPV. The binding affinity (normalized) is 0.244. (4) The MHC is DRB1_1302 with pseudo-sequence DRB1_1302. The binding affinity (normalized) is 0.199. The peptide sequence is TDDNEEPIAAYHFDL. (5) The peptide sequence is SPIINREGKVVGLYG. The MHC is DRB1_0802 with pseudo-sequence DRB1_0802. The binding affinity (normalized) is 0.254. (6) The peptide sequence is YLGYVIRDLAAMDGG. The MHC is DRB3_0101 with pseudo-sequence DRB3_0101. The binding affinity (normalized) is 0.593. (7) The peptide sequence is MLQYAGFLPEIVHSS. The MHC is H-2-IAb with pseudo-sequence H-2-IAb. The binding affinity (normalized) is 0.681. (8) The peptide sequence is LKATTALKDVGISVD. The MHC is DRB1_0101 with pseudo-sequence DRB1_0101. The binding affinity (normalized) is 0.499. (9) The peptide sequence is NGSQFFLCTAKTAWL. The MHC is DRB1_1001 with pseudo-sequence DRB1_1001. The binding affinity (normalized) is 0.796. (10) The peptide sequence is VSKAPQLVPKLDEVY. The MHC is DRB1_1101 with pseudo-sequence DRB1_1101. The binding affinity (normalized) is 0.